Dataset: Catalyst prediction with 721,799 reactions and 888 catalyst types from USPTO. Task: Predict which catalyst facilitates the given reaction. (1) Reactant: [CH3:1][O:2][C:3](=[O:13])[C:4]1[CH:9]=[C:8]([O:10][CH3:11])[N:7]=[C:6](Cl)[CH:5]=1.[Br-].[CH3:15][CH2:16][CH:17]([Zn+])[CH2:18][CH3:19].O. Product: [CH3:1][O:2][C:3](=[O:13])[C:4]1[CH:9]=[C:8]([O:10][CH3:11])[N:7]=[C:6]([CH:17]([CH2:18][CH3:19])[CH2:16][CH3:15])[CH:5]=1. The catalyst class is: 1. (2) Reactant: P(Cl)(Cl)(Cl)(Cl)Cl.[CH3:7][N:8]1[CH2:13]N(C)CN(C)[CH2:9]1.[Cl:16][C:17]1[CH:22]=[CH:21][C:20]([NH:23][C:24]([NH:26][C:27](=[O:36])[C:28]2[C:33]([F:34])=[CH:32][CH:31]=[CH:30][C:29]=2[F:35])=[O:25])=[CH:19][CH:18]=1.C(N(CC)CC)C.[OH-].[Na+]. Product: [Cl:16][C:17]1[CH:22]=[CH:21][C:20]([N:23]2[CH2:9][N:8]([CH3:13])[CH2:7][N:26]([C:27](=[O:36])[C:28]3[C:33]([F:34])=[CH:32][CH:31]=[CH:30][C:29]=3[F:35])[C:24]2=[O:25])=[CH:19][CH:18]=1. The catalyst class is: 4. (3) Reactant: [CH2:1]([O:5][C:6]1[CH:11]=[C:10](/[CH:12]=[C:13](\[O:18][CH2:19][CH3:20])/[C:14]([O:16]C)=[O:15])[CH:9]=[CH:8][C:7]=1[C:21]1[CH:26]=[CH:25][CH:24]=[C:23]([N:27]([CH3:39])[C:28]([NH:30][CH2:31][CH2:32][C:33]2[CH:38]=[CH:37][CH:36]=[CH:35][CH:34]=2)=[O:29])[CH:22]=1)[CH2:2][CH2:3][CH3:4].O1CCCC1.CO.O.O.[OH-].[Li+]. Product: [CH2:1]([O:5][C:6]1[CH:11]=[C:10](/[CH:12]=[C:13](\[O:18][CH2:19][CH3:20])/[C:14]([OH:16])=[O:15])[CH:9]=[CH:8][C:7]=1[C:21]1[CH:26]=[CH:25][CH:24]=[C:23]([N:27]([CH3:39])[C:28]([NH:30][CH2:31][CH2:32][C:33]2[CH:34]=[CH:35][CH:36]=[CH:37][CH:38]=2)=[O:29])[CH:22]=1)[CH2:2][CH2:3][CH3:4]. The catalyst class is: 15.